Dataset: Catalyst prediction with 721,799 reactions and 888 catalyst types from USPTO. Task: Predict which catalyst facilitates the given reaction. (1) Reactant: [CH3:1][O:2][C:3]1[C:8]2[N:9]=[C:10](N)SC=2C(C2N=C(C3C=NC(C)=CC=3)SC=2)=CC=1.C(N(CC)CC)C.[C:32](Cl)(Cl)=[O:33].N1CC[O:39]CC1. Product: [N:9]1([C:32]([OH:33])=[O:39])[CH2:10][CH2:1][O:2][CH2:3][CH2:8]1. The catalyst class is: 38. (2) Reactant: C([SnH](CCCC)CCCC)CCC.N(C(C)(C)C#N)=NC(C)(C)C#N.C(SC)(=S)O[CH:28]([C:30]1[C:31]([O:65][CH3:66])=[N:32][C:33](/[C:36](/[C:55]2[CH:60]=[CH:59][C:58]([C:61]([CH3:64])([CH3:63])[CH3:62])=[CH:57][CH:56]=2)=[CH:37]/[C@H:38]2[CH2:42][CH2:41][C:40](=[O:43])[N:39]2[CH2:44][C:45]2[CH:50]=[CH:49][C:48]([O:51][CH3:52])=[CH:47][C:46]=2[O:53][CH3:54])=[CH:34][CH:35]=1)[CH3:29].O. Product: [C:61]([C:58]1[CH:59]=[CH:60][C:55](/[C:36](/[C:33]2[CH:34]=[CH:35][C:30]([CH2:28][CH3:29])=[C:31]([O:65][CH3:66])[N:32]=2)=[CH:37]\[C@@H:38]2[N:39]([CH2:44][C:45]3[CH:50]=[CH:49][C:48]([O:51][CH3:52])=[CH:47][C:46]=3[O:53][CH3:54])[C:40](=[O:43])[CH2:41][CH2:42]2)=[CH:56][CH:57]=1)([CH3:63])([CH3:62])[CH3:64]. The catalyst class is: 11. (3) Reactant: [Cl:1][C:2]1[CH:7]=[CH:6][CH:5]=[CH:4][C:3]=1[NH:8][C:9]([C:11]1[N:23]([C:24]2[CH:29]=[CH:28][C:27]([F:30])=[CH:26][CH:25]=2)[C:14]2[N:15]=[C:16](S(C)(=O)=O)[N:17]=[CH:18][C:13]=2[CH:12]=1)=[O:10].C(N(C(C)C)CC)(C)C.Cl.[NH2:41][CH:42]([CH3:47])[C:43]([CH3:46])([OH:45])[CH3:44]. Product: [Cl:1][C:2]1[CH:7]=[CH:6][CH:5]=[CH:4][C:3]=1[NH:8][C:9]([C:11]1[N:23]([C:24]2[CH:29]=[CH:28][C:27]([F:30])=[CH:26][CH:25]=2)[C:14]2[N:15]=[C:16]([NH:41][CH:42]([CH3:47])[C:43]([OH:45])([CH3:46])[CH3:44])[N:17]=[CH:18][C:13]=2[CH:12]=1)=[O:10]. The catalyst class is: 60. (4) Reactant: C([O:8][C:9]1[C:17]([C:18](=[O:28])[N:19]([CH3:27])[CH2:20][C:21]2[S:22][CH:23]=[C:24]([CH3:26])[N:25]=2)=[CH:16][CH:15]=[CH:14][C:10]=1[C:11]([OH:13])=[O:12])C1C=CC=CC=1. Product: [OH:8][C:9]1[C:17]([C:18](=[O:28])[N:19]([CH3:27])[CH2:20][C:21]2[S:22][CH:23]=[C:24]([CH3:26])[N:25]=2)=[CH:16][CH:15]=[CH:14][C:10]=1[C:11]([OH:13])=[O:12]. The catalyst class is: 105. (5) Reactant: [NH:1]1[C:9]2[C:4](=[CH:5][C:6]([C:10]([O:12][CH3:13])=[O:11])=[CH:7][CH:8]=2)[CH:3]=[CH:2]1.C([BH3-])#N.[Na+]. Product: [NH:1]1[C:9]2[C:4](=[CH:5][C:6]([C:10]([O:12][CH3:13])=[O:11])=[CH:7][CH:8]=2)[CH2:3][CH2:2]1. The catalyst class is: 15. (6) Reactant: [C:1]([O:5][C:6]([N:8]1[CH2:28][CH2:27][C:12]2=[C:13]([N:20]3[CH2:23][CH:22]([C:24](O)=[O:25])[CH2:21]3)[N:14]3[C:18]([N:19]=[C:11]2[CH2:10][CH2:9]1)=[CH:17][CH:16]=[N:15]3)=[O:7])([CH3:4])([CH3:3])[CH3:2].CN(C(ON1N=NC2C=CC=CC1=2)=[N+](C)C)C.[B-](F)(F)(F)F.CCN(C(C)C)C(C)C.FC(F)(F)C([O-])=O.[C:67]([CH:69]1[CH2:73][CH2:72][NH2+:71][CH2:70]1)#[CH:68]. Product: [C:1]([O:5][C:6]([N:8]1[CH2:28][CH2:27][C:12]2=[C:13]([N:20]3[CH2:21][CH:22]([C:24]([N:71]4[CH2:72][CH2:73][CH:69]([C:67]#[CH:68])[CH2:70]4)=[O:25])[CH2:23]3)[N:14]3[C:18]([N:19]=[C:11]2[CH2:10][CH2:9]1)=[CH:17][CH:16]=[N:15]3)=[O:7])([CH3:4])([CH3:3])[CH3:2]. The catalyst class is: 37. (7) Reactant: [OH:1][C:2]1[CH:16]=[CH:15][C:5]2[N:6]=[C:7]([NH:9][C:10]([CH:12]3[CH2:14][CH2:13]3)=[O:11])[S:8][C:4]=2[CH:3]=1.[F:17][C:18]1[CH:23]=[CH:22][C:21]([S:24](Cl)(=[O:26])=[O:25])=[CH:20][CH:19]=1.C(N(CC)CC)C. Product: [CH:12]1([C:10]([NH:9][C:7]2[S:8][C:4]3[CH:3]=[C:2]([O:1][S:24]([C:21]4[CH:22]=[CH:23][C:18]([F:17])=[CH:19][CH:20]=4)(=[O:26])=[O:25])[CH:16]=[CH:15][C:5]=3[N:6]=2)=[O:11])[CH2:13][CH2:14]1. The catalyst class is: 21.